Dataset: NCI-60 drug combinations with 297,098 pairs across 59 cell lines. Task: Regression. Given two drug SMILES strings and cell line genomic features, predict the synergy score measuring deviation from expected non-interaction effect. (1) Drug 1: CCCCCOC(=O)NC1=NC(=O)N(C=C1F)C2C(C(C(O2)C)O)O. Drug 2: C1=CC=C(C=C1)NC(=O)CCCCCCC(=O)NO. Cell line: MDA-MB-231. Synergy scores: CSS=2.86, Synergy_ZIP=-2.76, Synergy_Bliss=1.48, Synergy_Loewe=-12.5, Synergy_HSA=-1.42. (2) Drug 1: CCN(CC)CCNC(=O)C1=C(NC(=C1C)C=C2C3=C(C=CC(=C3)F)NC2=O)C. Drug 2: CC(C)NC(=O)C1=CC=C(C=C1)CNNC.Cl. Cell line: SK-MEL-5. Synergy scores: CSS=4.38, Synergy_ZIP=-0.716, Synergy_Bliss=-0.967, Synergy_Loewe=1.60, Synergy_HSA=-1.10.